From a dataset of Catalyst prediction with 721,799 reactions and 888 catalyst types from USPTO. Predict which catalyst facilitates the given reaction. (1) Reactant: [Cl:1][C:2]1[CH:3]=[C:4]([C:12]2[O:16][N:15]=[C:14]([C:17]3[CH:22]=[CH:21][C:20]([NH:23][C@H:24]4[CH2:28][CH2:27][C@@H:26]([C:29]([OH:31])=[O:30])[CH2:25]4)=[CH:19][CH:18]=3)[N:13]=2)[CH:5]=[N:6][C:7]=1[O:8][CH:9]([CH3:11])[CH3:10]. Product: [CH3:10][CH:9]([OH:8])[CH3:11].[Cl:1][C:2]1[CH:3]=[C:4]([C:12]2[O:16][N:15]=[C:14]([C:17]3[CH:18]=[CH:19][C:20]([NH:23][C@H:24]4[CH2:28][CH2:27][C@@H:26]([C:29]([OH:31])=[O:30])[CH2:25]4)=[CH:21][CH:22]=3)[N:13]=2)[CH:5]=[N:6][C:7]=1[O:8][CH:9]([CH3:10])[CH3:11]. The catalyst class is: 41. (2) Reactant: [N:1]1[C:10]2[C:5](=[CH:6][CH:7]=[CH:8][CH:9]=2)[CH:4]=[CH:3][C:2]=1/[CH:11]=[CH:12]/[C:13](OC)=[O:14].[H-].[H-].[H-].[H-].[Li+].[Al+3]. Product: [N:1]1[C:10]2[C:5](=[CH:6][CH:7]=[CH:8][CH:9]=2)[CH:4]=[CH:3][C:2]=1[CH2:11][CH2:12][CH2:13][OH:14]. The catalyst class is: 1. (3) Reactant: [OH:1][C:2]1[CH:9]=[C:8]([O:10][CH2:11][O:12][CH3:13])[CH:7]=[CH:6][C:3]=1[CH:4]=[O:5].[H-].[Na+].Cl[C:17]1[CH:22]=[CH:21][C:20]([C:23]([F:26])([F:25])[F:24])=[CH:19][N:18]=1.O. Product: [CH3:13][O:12][CH2:11][O:10][C:8]1[CH:7]=[CH:6][C:3]([CH:4]=[O:5])=[C:2]([O:1][C:17]2[CH:22]=[CH:21][C:20]([C:23]([F:26])([F:25])[F:24])=[CH:19][N:18]=2)[CH:9]=1. The catalyst class is: 9. (4) Reactant: C1(P(C2CCCCC2)C2CCCCC2)CCCCC1.[F:20][C:21]1[CH:30]=[C:29](B2OC(C)(C)C(C)(C)O2)[CH:28]=[C:27]2[C:22]=1[N:23]=[CH:24][CH:25]=[N:26]2.[CH3:40][O:41][C:42]([C:44]1[CH:49]=[CH:48][CH:47]=[CH:46][C:45]=1[NH:50][C:51]1[N:55]([C:56]2[CH:61]=[CH:60][CH:59]=[CH:58][CH:57]=2)[N:54]=[C:53]([CH3:62])[C:52]=1Br)=[O:43].P([O-])([O-])([O-])=O.[K+].[K+].[K+]. Product: [CH3:40][O:41][C:42]([C:44]1[CH:49]=[CH:48][CH:47]=[CH:46][C:45]=1[NH:50][C:51]1[N:55]([C:56]2[CH:61]=[CH:60][CH:59]=[CH:58][CH:57]=2)[N:54]=[C:53]([CH3:62])[C:52]=1[C:29]1[CH:28]=[C:27]2[C:22](=[C:21]([F:20])[CH:30]=1)[N:23]=[CH:24][CH:25]=[N:26]2)=[O:43]. The catalyst class is: 127. (5) Reactant: [CH:1]1([C:7]2[NH:8][CH:9]=[C:10]([CH3:12])[N:11]=2)[CH2:6][CH2:5][CH2:4][CH2:3][CH2:2]1.F[C:14]1[CH:19]=[CH:18][C:17]([N+:20]([O-:22])=[O:21])=[C:16]([N:23]2[CH:27]=[C:26]([CH3:28])[N:25]=[C:24]2[CH:29]2[CH2:34][CH2:33][CH2:32][CH2:31][CH2:30]2)[CH:15]=1. Product: [CH:29]1([C:24]2[N:23]([C:16]3[CH:15]=[C:14]([N:8]4[CH:9]=[C:10]([CH3:12])[N:11]=[C:7]4[CH:1]4[CH2:2][CH2:3][CH2:4][CH2:5][CH2:6]4)[CH:19]=[CH:18][C:17]=3[N+:20]([O-:22])=[O:21])[CH:27]=[C:26]([CH3:28])[N:25]=2)[CH2:34][CH2:33][CH2:32][CH2:31][CH2:30]1. The catalyst class is: 10. (6) Reactant: Br[C:2]1[C:6]2[CH2:7][N:8]([C:11]([O:13][C:14]([CH3:17])([CH3:16])[CH3:15])=[O:12])[CH2:9][CH2:10][C:5]=2[N:4]([CH:18]2[CH2:23][CH2:22][O:21][CH2:20][CH2:19]2)[N:3]=1.[CH3:24][S:25]([C:28]1[CH:37]=[C:36]2[C:31]([CH2:32][CH2:33][CH2:34][NH:35]2)=[CH:30][CH:29]=1)(=[O:27])=[O:26].C1(P(C2CCCCC2)C2C=CC=CC=2C2C(OC(C)C)=CC=CC=2OC(C)C)CCCCC1.C(O[Na])(C)(C)C. Product: [CH3:24][S:25]([C:28]1[CH:37]=[C:36]2[C:31]([CH2:32][CH2:33][CH2:34][N:35]2[C:2]2[C:6]3[CH2:7][N:8]([C:11]([O:13][C:14]([CH3:17])([CH3:16])[CH3:15])=[O:12])[CH2:9][CH2:10][C:5]=3[N:4]([CH:18]3[CH2:23][CH2:22][O:21][CH2:20][CH2:19]3)[N:3]=2)=[CH:30][CH:29]=1)(=[O:27])=[O:26]. The catalyst class is: 12. (7) Reactant: Br[C:2]1[CH:3]=[C:4]([CH:8]=[CH:9][C:10]=1[CH3:11])[C:5]([OH:7])=[O:6].[Li]CCCC.CN([CH:20]=[O:21])C. Product: [CH:20]([C:2]1[CH:3]=[C:4]([CH:8]=[CH:9][C:10]=1[CH3:11])[C:5]([OH:7])=[O:6])=[O:21]. The catalyst class is: 7.